From a dataset of Reaction yield outcomes from USPTO patents with 853,638 reactions. Predict the reaction yield, written as a fraction of the theoretical maximum amount of product (1.0 means a 100% yield; for example, 0.34 means a 34% yield). (1) The reactants are [CH:1]1([CH2:4][N:5]2[C:10](=[O:11])[C:9]([CH2:12][N:13]3[CH2:18][CH2:17][N:16]([CH3:19])[CH2:15][CH2:14]3)=[CH:8][C:7]([C:20]3[CH:21]=[CH:22][C:23]4[O:27][CH2:26][CH2:25][C:24]=4[CH:28]=3)=[N:6]2)[CH2:3][CH2:2]1.[F:29][C:30]1C=CC(CN2C(=O)C(COS(C)(=O)=O)=CC(C3C=CC4OCCC=4C=3)=N2)=[CH:32][CH:31]=1. No catalyst specified. The product is [F:29][C:30]1[CH:2]=[CH:3][C:1]([CH2:4][N:5]2[C:10](=[O:11])[C:9]([CH2:12][N:13]3[CH2:18][CH2:17][N:16]([CH3:19])[CH2:15][CH2:14]3)=[CH:8][C:7]([C:20]3[CH:21]=[CH:22][C:23]4[O:27][CH2:26][CH2:25][C:24]=4[CH:28]=3)=[N:6]2)=[CH:32][CH:31]=1. The yield is 0.548. (2) The reactants are [F:1][C:2]1[CH:9]=[CH:8][C:7]([Cl:10])=[CH:6][C:3]=1[CH:4]=[O:5].[C-:11]#[N:12].[K+].OS([O-])=O.[Na+]. The catalyst is C(OCC)(=O)C.O. The product is [F:1][C:2]1[CH:9]=[CH:8][C:7]([Cl:10])=[CH:6][C:3]=1[CH:4]([OH:5])[C:11]#[N:12]. The yield is 0.990. (3) The product is [NH2:11][C:10]1[O:5][C:4]([CH2:6][CH3:7])=[C:3]([CH2:2][CH3:1])[N:9]=1. The reactants are [CH3:1][CH2:2][C:3](=O)[CH:4]([CH2:6][CH3:7])[OH:5].[N:9]#[C:10][NH2:11].[O-]CC.[Na+].O. The yield is 0.297. The catalyst is C(O)C. (4) The reactants are [NH2:1][C:2]1[O:3][CH2:4][C:5]2([N:30]=1)[C:14]1([CH2:17][O:16][CH2:15]1)[C:13]([CH3:19])([CH3:18])[O:12][C:11]1[C:6]2=[CH:7][C:8]([NH:20][C:21]([C:23]2[CH:28]=[CH:27][C:26]([Cl:29])=[CH:25][N:24]=2)=[O:22])=[CH:9][CH:10]=1.C(=O)=O. No catalyst specified. The product is [NH2:1][C:2]1[O:3][CH2:4][C@:5]2([N:30]=1)[C:14]1([CH2:15][O:16][CH2:17]1)[C:13]([CH3:18])([CH3:19])[O:12][C:11]1[C:6]2=[CH:7][C:8]([NH:20][C:21]([C:23]2[CH:28]=[CH:27][C:26]([Cl:29])=[CH:25][N:24]=2)=[O:22])=[CH:9][CH:10]=1. The yield is 0.440.